From a dataset of Full USPTO retrosynthesis dataset with 1.9M reactions from patents (1976-2016). Predict the reactants needed to synthesize the given product. (1) Given the product [O:14]=[C:7]1[NH:6][C:19]2[N:1]=[CH:2][CH:3]=[C:21]([NH:1][C:2]3[CH:3]=[CH:4][C:5]([NH:6][C:7](=[O:14])[C:8]4[CH:13]=[CH:12][CH:11]=[CH:10][CH:9]=4)=[CH:15][CH:16]=3)[C:18]=2[CH:17]=[CH:8]1, predict the reactants needed to synthesize it. The reactants are: [NH2:1][C:2]1[CH:16]=[CH:15][C:5]([NH:6][C:7](=[O:14])[C:8]2[CH:13]=[CH:12][CH:11]=[CH:10][CH:9]=2)=[CH:4][CH:3]=1.[CH3:17][C:18]([CH3:21])([O-])[CH3:19].[Na+]. (2) The reactants are: Br[C:2]1[CH:7]=[CH:6][CH:5]=[CH:4][C:3]=1[N:8]1[CH2:13][CH2:12][N:11]([C:14]([O:16][C:17]([CH3:20])([CH3:19])[CH3:18])=[O:15])[CH2:10][CH2:9]1.[CH3:21][O:22][C:23]1[N:28]=[CH:27][C:26](B(O)O)=[CH:25][N:24]=1.C(=O)([O-])[O-].[Na+].[Na+].O. Given the product [C:17]([O:16][C:14]([N:11]1[CH2:12][CH2:13][N:8]([C:3]2[CH:4]=[CH:5][CH:6]=[CH:7][C:2]=2[C:26]2[CH:25]=[N:24][C:23]([O:22][CH3:21])=[N:28][CH:27]=2)[CH2:9][CH2:10]1)=[O:15])([CH3:20])([CH3:19])[CH3:18], predict the reactants needed to synthesize it. (3) Given the product [Br:20][C:21]1[CH:37]=[CH:36][C:24]2[N:25]=[C:26]([C:31]3[C:8](=[O:18])[N:7]([CH2:6][CH2:5][CH:4]([CH3:3])[CH3:19])[C:12]4[C:11]([C:10]=3[OH:17])=[CH:16][CH:15]=[CH:14][CH:13]=4)[NH:27][S:28](=[O:30])(=[O:29])[C:23]=2[CH:22]=1, predict the reactants needed to synthesize it. The reactants are: [H-].[Na+].[CH3:3][CH:4]([CH3:19])[CH2:5][CH2:6][N:7]1[C:12]2[CH:13]=[CH:14][CH:15]=[CH:16][C:11]=2[C:10](=[O:17])O[C:8]1=[O:18].[Br:20][C:21]1[CH:37]=[CH:36][C:24]2[N:25]=[C:26]([CH2:31]C(OC)=O)[NH:27][S:28](=[O:30])(=[O:29])[C:23]=2[CH:22]=1.C(O)(=O)C. (4) Given the product [F:23][CH:22]([F:24])[CH2:21][O:20][C:16]1[C:17]([CH3:19])=[CH:18][C:13]([CH2:12][N:9]2[C:10](=[O:11])[C:6]3[CH:5]=[CH:4][N:3]=[C:2]([C:25]([O:27][C:28]4[CH:33]=[CH:32][CH:31]=[CH:30][CH:29]=4)=[O:26])[C:7]=3[CH2:8]2)=[N:14][CH:15]=1, predict the reactants needed to synthesize it. The reactants are: Cl[C:2]1[C:7]2[CH2:8][N:9]([CH2:12][C:13]3[CH:18]=[C:17]([CH3:19])[C:16]([O:20][CH2:21][CH:22]([F:24])[F:23])=[CH:15][N:14]=3)[C:10](=[O:11])[C:6]=2[CH:5]=[CH:4][N:3]=1.[CH:25]([O:27][C:28]1[CH:33]=[CH:32][CH:31]=[CH:30][CH:29]=1)=[O:26]. (5) Given the product [Cl:28][C:27]1[N:13]2[CH:14]=[C:15]([C:22]3[CH:26]=[CH:25][O:24][CH:23]=3)[CH:16]=[C:17]([C:18]([F:20])([F:21])[F:19])[C:12]2=[N:11][C:10]=1[C:8]([N:5]1[CH2:6][CH2:7][CH:3]([NH:2][S:39]([CH3:38])(=[O:41])=[O:40])[CH2:4]1)=[O:9], predict the reactants needed to synthesize it. The reactants are: Cl.[NH2:2][CH:3]1[CH2:7][CH2:6][N:5]([C:8]([C:10]2[N:11]=[C:12]3[C:17]([C:18]([F:21])([F:20])[F:19])=[CH:16][C:15]([C:22]4[CH:26]=[CH:25][O:24][CH:23]=4)=[CH:14][N:13]3[C:27]=2[Cl:28])=[O:9])[CH2:4]1.C(N(CC)C(C)C)(C)C.[CH3:38][S:39](Cl)(=[O:41])=[O:40]. (6) Given the product [N:9]1([CH2:12][CH2:13][O:14][C:2]2[C:7]([I:8])=[CH:6][CH:5]=[CH:4][N:3]=2)[CH2:11][CH2:10]1, predict the reactants needed to synthesize it. The reactants are: F[C:2]1[C:7]([I:8])=[CH:6][CH:5]=[CH:4][N:3]=1.[N:9]1([CH2:12][CH2:13][OH:14])[CH2:11][CH2:10]1.